Predict the reactants needed to synthesize the given product. From a dataset of Full USPTO retrosynthesis dataset with 1.9M reactions from patents (1976-2016). (1) Given the product [NH2:9][C:7]1[N:8]=[C:3]([N:2]([CH3:1])[C:19]2[CH:24]=[CH:23][CH:22]=[CH:21][CH:20]=2)[N:4]=[C:5]([C:10]2[N:14]=[C:13]([C:15]([N:35]3[CH2:34][CH:33]([C:30]4[CH:29]=[CH:28][C:27]([F:26])=[CH:32][CH:31]=4)[CH2:36]3)=[O:37])[O:12][N:11]=2)[N:6]=1, predict the reactants needed to synthesize it. The reactants are: [CH3:1][N:2]([C:19]1[CH:24]=[CH:23][CH:22]=[CH:21][CH:20]=1)[C:3]1[N:8]=[C:7]([NH2:9])[N:6]=[C:5]([C:10]2[N:14]=[C:13]([C:15](Cl)(Cl)Cl)[O:12][N:11]=2)[N:4]=1.Cl.[F:26][C:27]1[CH:32]=[CH:31][C:30]([CH:33]2[CH2:36][NH:35][CH2:34]2)=[CH:29][CH:28]=1.[O:37]1CCOCC1. (2) Given the product [Cl:19][C:20]1[CH:21]=[C:22]([CH2:26][C:27]([NH:1][N:2]2[N:11]=[C:10]([N:12]3[CH2:17][CH2:16][O:15][CH2:14][CH2:13]3)[C:9]3[C:4](=[CH:5][CH:6]=[CH:7][CH:8]=3)[C:3]2=[O:18])=[O:28])[CH:23]=[CH:24][CH:25]=1, predict the reactants needed to synthesize it. The reactants are: [NH2:1][N:2]1[N:11]=[C:10]([N:12]2[CH2:17][CH2:16][O:15][CH2:14][CH2:13]2)[C:9]2[C:4](=[CH:5][CH:6]=[CH:7][CH:8]=2)[C:3]1=[O:18].[Cl:19][C:20]1[CH:21]=[C:22]([CH2:26][C:27](O)=[O:28])[CH:23]=[CH:24][CH:25]=1. (3) Given the product [O:25]1[C:34]2[CH:33]=[C:32]([CH2:35][NH:1][C:2]34[CH2:9][CH2:8][C:5]([CH2:10][CH2:11][N:12]5[C:17](=[O:18])[CH:16]=[N:15][C:14]6[CH:19]=[CH:20][C:21]([O:23][CH3:24])=[N:22][C:13]5=6)([CH2:6][CH2:7]3)[O:4][CH2:3]4)[N:31]=[CH:30][C:29]=2[O:28][CH2:27][CH2:26]1, predict the reactants needed to synthesize it. The reactants are: [NH2:1][C:2]12[CH2:9][CH2:8][C:5]([CH2:10][CH2:11][N:12]3[C:17](=[O:18])[CH:16]=[N:15][C:14]4[CH:19]=[CH:20][C:21]([O:23][CH3:24])=[N:22][C:13]3=4)([CH2:6][CH2:7]1)[O:4][CH2:3]2.[O:25]1[C:34]2[CH:33]=[C:32]([CH:35]=O)[N:31]=[CH:30][C:29]=2[O:28][CH2:27][CH2:26]1. (4) The reactants are: [CH2:1]([N:8]1[CH2:12][CH2:11][C:10](=[CH:13][C:14]([O:16][CH3:17])=[O:15])[CH2:9]1)[C:2]1[CH:7]=[CH:6][CH:5]=[CH:4][CH:3]=1.N12CCCN=C1CCCCC2.[N+:29]([CH3:32])([O-:31])=[O:30]. Given the product [CH2:1]([N:8]1[CH2:12][CH2:11][C:10]([CH2:13][C:14]([O:16][CH3:17])=[O:15])([CH2:32][N+:29]([O-:31])=[O:30])[CH2:9]1)[C:2]1[CH:3]=[CH:4][CH:5]=[CH:6][CH:7]=1, predict the reactants needed to synthesize it. (5) Given the product [Cl:14][C:15]1[CH:20]=[CH:19][N:18]=[C:17]2[CH:21]=[C:22]([C:24]3[N:31]([CH3:30])[CH:26]=[CH:27][N:28]=3)[S:23][C:16]=12, predict the reactants needed to synthesize it. The reactants are: C([Sn](CCCC)CCCC)CCC.[Cl:14][C:15]1[CH:20]=[CH:19][N:18]=[C:17]2[CH:21]=[C:22]([C:24]3S[CH:26]=[CH:27][N:28]=3)[S:23][C:16]=12.Br[C:30]1[N:31](C)C=CN=1. (6) The reactants are: [CH:1]1([CH2:7][C:8]([OH:10])=O)[CH2:6][CH2:5][CH2:4][CH2:3][CH2:2]1.[C:11]1([NH2:18])[CH:16]=[CH:15][C:14]([NH2:17])=[CH:13][CH:12]=1.C1N=CN(C(N2C=NC=C2)=O)C=1.C([N:38]1[CH2:46][CH2:45][CH:41]([C:42](O)=[O:43])[CH2:40][CH2:39]1)(OC(C)(C)C)=O.C1CCC(N=C=NC2CCCCC2)CC1.C1C=CC2N(O)N=NC=2C=1.C(O)(C(F)(F)F)=O.[ClH:79]. Given the product [ClH:79].[CH:1]1([CH2:7][C:8]([NH:17][C:14]2[CH:15]=[CH:16][C:11]([NH:18][C:42]([CH:41]3[CH2:45][CH2:46][NH:38][CH2:39][CH2:40]3)=[O:43])=[CH:12][CH:13]=2)=[O:10])[CH2:2][CH2:3][CH2:4][CH2:5][CH2:6]1, predict the reactants needed to synthesize it. (7) Given the product [CH3:1][O:2][C:3]1[C:8]([O:9][CH3:10])=[CH:7][CH:6]=[CH:5][C:4]=1[O:11][C:13]1[CH:18]=[CH:17][C:16]([O:19][CH3:20])=[CH:15][C:14]=1[N+:21]([O-:23])=[O:22].[CH3:24][O:25][C:26]1[C:41]([O:42][CH3:43])=[CH:40][CH:39]=[CH:38][C:27]=1[O:28][C:29]1[CH:35]=[CH:34][C:33]([O:36][CH3:37])=[CH:32][C:30]=1[NH:31][C:4]([NH:44][C:45]1[S:46][CH:47]=[CH:48][N:49]=1)=[O:11], predict the reactants needed to synthesize it. The reactants are: [CH3:1][O:2][C:3]1[C:8]([O:9][CH3:10])=[CH:7][CH:6]=[CH:5][C:4]=1[OH:11].Cl[C:13]1[CH:18]=[CH:17][C:16]([O:19][CH3:20])=[CH:15][C:14]=1[N+:21]([O-:23])=[O:22].[CH3:24][O:25][C:26]1[C:41]([O:42][CH3:43])=[CH:40][CH:39]=[CH:38][C:27]=1[O:28][C:29]1[CH:35]=[CH:34][C:33]([O:36][CH3:37])=[CH:32][C:30]=1[NH2:31].[NH2:44][C:45]1[S:46][CH:47]=[CH:48][N:49]=1. (8) Given the product [OH:8][CH2:9][C@@H:10]1[C@@H:14]([O:15][Si:16]([CH:17]([CH3:19])[CH3:18])([CH:23]([CH3:25])[CH3:24])[CH:20]([CH3:22])[CH3:21])[CH2:13][C@H:12]([NH:26][C:27]2[C:32]([C:33]([C:35]3[O:36][CH:37]=[C:38]([CH2:40][O:41][Si:42]([CH:43]([CH3:45])[CH3:44])([CH:46]([CH3:48])[CH3:47])[CH:49]([CH3:51])[CH3:50])[CH:39]=3)=[O:34])=[CH:31][N:30]=[CH:29][N:28]=2)[CH2:11]1, predict the reactants needed to synthesize it. The reactants are: [Si]([O:8][CH2:9][C@@H:10]1[C@@H:14]([O:15][Si:16]([CH:23]([CH3:25])[CH3:24])([CH:20]([CH3:22])[CH3:21])[CH:17]([CH3:19])[CH3:18])[CH2:13][C@H:12]([NH:26][C:27]2[C:32]([C:33]([C:35]3[O:36][CH:37]=[C:38]([CH2:40][O:41][Si:42]([CH:49]([CH3:51])[CH3:50])([CH:46]([CH3:48])[CH3:47])[CH:43]([CH3:45])[CH3:44])[CH:39]=3)=[O:34])=[CH:31][N:30]=[CH:29][N:28]=2)[CH2:11]1)(C(C)(C)C)(C)C.Cl.C([O-])(O)=O.[Na+]. (9) Given the product [CH3:1][O:2][C:3]1[CH:4]=[C:5]2[C:10](=[CH:11][C:12]=1[O:13][CH3:14])[N:9]=[CH:8][CH:7]=[C:6]2[O:15][C:16]1[CH:22]=[CH:21][C:19]([NH:20][C:32]([NH:36][CH2:37][CH2:38][CH2:39][N:40]2[CH2:44][CH2:43][CH2:42][CH2:41][CH2:25]2)=[S:33])=[C:18]([CH3:23])[C:17]=1[CH3:24], predict the reactants needed to synthesize it. The reactants are: [CH3:1][O:2][C:3]1[CH:4]=[C:5]2[C:10](=[CH:11][C:12]=1[O:13][CH3:14])[N:9]=[CH:8][CH:7]=[C:6]2[O:15][C:16]1[CH:22]=[CH:21][C:19]([NH2:20])=[C:18]([CH3:23])[C:17]=1[CH3:24].[CH2:25](N(CC)CC)C.[C:32](Cl)(Cl)=[S:33].[NH2:36][CH2:37][CH2:38][CH2:39][N:40]1[CH2:44][CH2:43][CH2:42][CH2:41]1. (10) Given the product [NH:8]1[C:9]2[C:5](=[CH:4][CH:3]=[C:2]([C:23]3[CH:24]=[CH:25][C:20]([CH:18]=[O:19])=[CH:21][CH:22]=3)[CH:10]=2)[CH:6]=[N:7]1, predict the reactants needed to synthesize it. The reactants are: Br[C:2]1[CH:10]=[C:9]2[C:5]([CH:6]=[N:7][N:8]2C(OC(C)(C)C)=O)=[CH:4][CH:3]=1.[CH:18]([C:20]1[CH:25]=[CH:24][C:23](B(O)O)=[CH:22][CH:21]=1)=[O:19].O1CCOCC1.